Dataset: Reaction yield outcomes from USPTO patents with 853,638 reactions. Task: Predict the reaction yield, written as a fraction of the theoretical maximum amount of product (1.0 means a 100% yield; for example, 0.34 means a 34% yield). (1) The reactants are [CH:1]1([CH:25]2[CH2:30][CH2:29][CH2:28][CH2:27][CH2:26]2)[CH2:6][CH2:5][CH:4]([O:7][C:8]2[CH:9]=[C:10]3[C:15](=[CH:16][CH:17]=2)[CH:14]=[C:13]([C@:18]2([CH3:24])[CH2:22][O:21]C(=O)[NH:19]2)[CH:12]=[CH:11]3)[CH2:3][CH2:2]1.C(O)C.O.[OH-].[Li+].O. No catalyst specified. The product is [NH2:19][C@@:18]([C:13]1[CH:12]=[CH:11][C:10]2[C:15](=[CH:16][CH:17]=[C:8]([O:7][CH:4]3[CH2:5][CH2:6][CH:1]([CH:25]4[CH2:30][CH2:29][CH2:28][CH2:27][CH2:26]4)[CH2:2][CH2:3]3)[CH:9]=2)[CH:14]=1)([CH3:24])[CH2:22][OH:21]. The yield is 0.460. (2) The reactants are [CH3:1][N:2]1[CH2:11][CH2:10][C:9]2[C:4](=[CH:5][C:6]([NH2:15])=[C:7]([N+:12]([O-:14])=O)[CH:8]=2)[CH2:3]1.[N:16]#[C:17][NH2:18].[CH]Cl.[OH-].[Na+]. The catalyst is O. The product is [CH3:1][N:2]1[CH2:11][CH2:10][C:9]2[CH:8]=[C:7]3[N+:12]([O-:14])=[N:16][C:17]([NH2:18])=[N:15][C:6]3=[CH:5][C:4]=2[CH2:3]1. The yield is 0.660. (3) The reactants are N1C2C(=CC(N[N:12]=[C:13]([C:16]#[N:17])[C:14]#[N:15])=CC=2)C=CC=1.[NH2:18][C:19]1[CH:20]=[C:21]2[C:26](=[CH:27][CH:28]=1)[N:25]=[CH:24][CH:23]=[CH:22]2.C(#N)CC#N.O.[NH2:35][NH2:36]. No catalyst specified. The product is [N:25]1[C:26]2[C:21](=[CH:20][C:19]([NH:18][N:12]=[C:13]3[C:14]([NH2:15])=[N:36][N:35]=[C:16]3[NH2:17])=[CH:28][CH:27]=2)[CH:22]=[CH:23][CH:24]=1. The yield is 0.200. (4) The reactants are [C:1]([C:3]1[CH:8]=[CH:7][CH:6]=[CH:5][C:4]=1[C:9]1[CH:14]=[CH:13][C:12]([CH2:15][C:16]2[C:17](=[O:41])[N:18]([C@H:28]3[CH2:33][CH2:32][C@H:31]([O:34][CH2:35][C:36](OCC)=[O:37])[CH2:30][CH2:29]3)[C:19]3[N:20]([N:25]=[CH:26][CH:27]=3)[C:21]=2[CH2:22][CH2:23][CH3:24])=[CH:11][CH:10]=1)#[N:2].C(O)C.[BH4-].[Li+].[Cl-].[NH4+]. The catalyst is O1CCCC1.C(OCC)(=O)C. The product is [OH:37][CH2:36][CH2:35][O:34][C@H:31]1[CH2:32][CH2:33][C@H:28]([N:18]2[C:17](=[O:41])[C:16]([CH2:15][C:12]3[CH:13]=[CH:14][C:9]([C:4]4[C:3]([C:1]#[N:2])=[CH:8][CH:7]=[CH:6][CH:5]=4)=[CH:10][CH:11]=3)=[C:21]([CH2:22][CH2:23][CH3:24])[N:20]3[N:25]=[CH:26][CH:27]=[C:19]23)[CH2:29][CH2:30]1. The yield is 0.600. (5) The reactants are C[N:2](C)[CH:3]=[CH:4][C:5]([C:7]1[C:12](=[O:13])[CH:11]=[CH:10][N:9]([C:14]2[CH:19]=[CH:18][CH:17]=[CH:16][C:15]=2[C:20]([F:23])([F:22])[F:21])[N:8]=1)=O.[C:25]1([NH:31]N)[CH:30]=[CH:29][CH:28]=[CH:27][CH:26]=1. The catalyst is CO. The product is [C:25]1([N:31]2[C:5]([C:7]3[C:12](=[O:13])[CH:11]=[CH:10][N:9]([C:14]4[CH:19]=[CH:18][CH:17]=[CH:16][C:15]=4[C:20]([F:23])([F:22])[F:21])[N:8]=3)=[CH:4][CH:3]=[N:2]2)[CH:30]=[CH:29][CH:28]=[CH:27][CH:26]=1. The yield is 0.120. (6) The reactants are Cl[C:2]1[N:7]=[C:6]([N:8]2[CH2:13][CH2:12][O:11][CH2:10][CH2:9]2)[N:5]=[C:4]([N:14]2[C:18]3[CH:19]=[CH:20][CH:21]=[C:22]([O:23][CH3:24])[C:17]=3[N:16]=[C:15]2[CH:25]([F:27])[F:26])[N:3]=1.[NH2:28][CH:29]1[CH2:32][N:31]([C:33]([O:35][C:36]([CH3:39])([CH3:38])[CH3:37])=[O:34])[CH2:30]1. No catalyst specified. The product is [F:26][CH:25]([F:27])[C:15]1[N:14]([C:4]2[N:5]=[C:6]([N:8]3[CH2:13][CH2:12][O:11][CH2:10][CH2:9]3)[N:7]=[C:2]([NH:28][CH:29]3[CH2:30][N:31]([C:33]([O:35][C:36]([CH3:39])([CH3:38])[CH3:37])=[O:34])[CH2:32]3)[N:3]=2)[C:18]2[CH:19]=[CH:20][CH:21]=[C:22]([O:23][CH3:24])[C:17]=2[N:16]=1. The yield is 0.860. (7) The reactants are [CH3:1][NH:2][C:3]1[CH:8]=[CH:7][N:6]=[C:5]2[CH:9]=[C:10]([C:12]3[N:13]=[CH:14][N:15]([CH3:17])[CH:16]=3)[S:11][C:4]=12.[F:18][C:19]1[CH:20]=[C:21]([N+:26]([O-:28])=[O:27])[CH:22]=[CH:23][C:24]=1F.C(=O)([O-])[O-].[Cs+].[Cs+]. The catalyst is CN(C=O)C.O. The product is [F:18][C:19]1[CH:20]=[C:21]([N+:26]([O-:28])=[O:27])[CH:22]=[CH:23][C:24]=1[N:2]([CH3:1])[C:3]1[CH:8]=[CH:7][N:6]=[C:5]2[CH:9]=[C:10]([C:12]3[N:13]=[CH:14][N:15]([CH3:17])[CH:16]=3)[S:11][C:4]=12. The yield is 0.190.